From a dataset of Full USPTO retrosynthesis dataset with 1.9M reactions from patents (1976-2016). Predict the reactants needed to synthesize the given product. (1) Given the product [CH3:1][O:2][C:3](=[O:14])[CH2:4][O:5][C:6]1[CH:11]=[CH:10][C:9]([Cl:12])=[C:8]2[C:7]=1[C:17](=[O:16])[C:18]([CH2:23][C:24]1[CH:29]=[CH:28][C:27]([C:30]([N:32]3[CH2:33][CH2:34][CH2:35][CH2:36]3)=[O:31])=[CH:26][CH:25]=1)=[C:19]([CH2:20][CH3:21])[NH:13]2, predict the reactants needed to synthesize it. The reactants are: [CH3:1][O:2][C:3](=[O:14])[CH2:4][O:5][C:6]1[CH:11]=[CH:10][C:9]([Cl:12])=[C:8]([NH2:13])[CH:7]=1.C[O:16][C:17](=O)[CH:18]([CH2:23][C:24]1[CH:29]=[CH:28][C:27]([C:30]([N:32]2[CH2:36][CH2:35][CH2:34][CH2:33]2)=[O:31])=[CH:26][CH:25]=1)[C:19](=O)[CH2:20][CH3:21].O1CCOCC1. (2) The reactants are: [Cl:1][C:2]1[CH:12]=[CH:11][CH:10]=[CH:9][C:3]=1[O:4][CH2:5][C:6](O)=[O:7].CN(C(ON1N=NC2C=CC=NC1=2)=[N+](C)C)C.F[P-](F)(F)(F)(F)F.CCN(CC)CC.[NH:44]([C:46](=[S:48])[NH2:47])[NH2:45]. Given the product [Cl:1][C:2]1[CH:12]=[CH:11][CH:10]=[CH:9][C:3]=1[O:4][CH2:5][C:6]([NH:45][NH:44][C:46](=[S:48])[NH2:47])=[O:7], predict the reactants needed to synthesize it.